This data is from Forward reaction prediction with 1.9M reactions from USPTO patents (1976-2016). The task is: Predict the product of the given reaction. (1) Given the reactants [C:1]([C:3]1[CH:4]=[C:5]([CH:25]=[CH:26][C:27]=1[O:28][C:29]1[CH:34]=[CH:33][N:32]=[C:31]([C:35]([F:38])([F:37])[F:36])[CH:30]=1)[CH2:6][O:7][C:8]1[CH:9]=[C:10]2[N:17](C(OC(C)(C)C)=O)[CH2:16][CH2:15][N:11]2[C:12](=[O:14])[N:13]=1)#[N:2], predict the reaction product. The product is: [O:14]=[C:12]1[N:11]2[CH2:15][CH2:16][NH:17][C:10]2=[CH:9][C:8]([O:7][CH2:6][C:5]2[CH:25]=[CH:26][C:27]([O:28][C:29]3[CH:34]=[CH:33][N:32]=[C:31]([C:35]([F:37])([F:38])[F:36])[CH:30]=3)=[C:3]([CH:4]=2)[C:1]#[N:2])=[N:13]1. (2) The product is: [CH3:7][C:8]1[CH:9]=[C:10]([SH:15])[CH:11]=[CH:12][C:13]=1[OH:14]. Given the reactants [H-].[H-].[H-].[H-].[Al+3].[Li+].[CH3:7][C:8]1[CH:9]=[C:10]([S:15]C#N)[CH:11]=[CH:12][C:13]=1[OH:14], predict the reaction product. (3) Given the reactants [NH2:1][CH:2]([CH2:8][C:9]1[CH:14]=[CH:13][C:12]([O:15][CH3:16])=[C:11]([O:17][CH3:18])[CH:10]=1)[C:3]([O:5][CH2:6][CH3:7])=[O:4].[CH:19]([O:22][C:23]1[CH:31]=[CH:30][C:26]([C:27](O)=[O:28])=[CH:25][CH:24]=1)([CH3:21])[CH3:20].O.ON1C2C=CC=CC=2N=N1.C1(N=C=NC2CCCCC2)CCCCC1, predict the reaction product. The product is: [CH3:18][O:17][C:11]1[CH:10]=[C:9]([CH2:8][CH:2]([NH:1][C:27]([C:26]2[CH:30]=[CH:31][C:23]([O:22][CH:19]([CH3:21])[CH3:20])=[CH:24][CH:25]=2)=[O:28])[C:3]([O:5][CH2:6][CH3:7])=[O:4])[CH:14]=[CH:13][C:12]=1[O:15][CH3:16]. (4) Given the reactants [S:1]1[CH:5]=[CH:4][CH:3]=[C:2]1[CH2:6][C@@H:7]([C:9]([OH:11])=[O:10])[NH2:8].[CH2:12]=O, predict the reaction product. The product is: [S:1]1[C:2]2[CH2:6][CH:7]([C:9]([OH:11])=[O:10])[NH:8][CH2:12][C:3]=2[CH:4]=[CH:5]1. (5) Given the reactants [C:1](#[N:3])[CH3:2].[Li]CCCC.[C:9]([N:12]1[CH2:17][CH2:16][CH:15]([C:18]([O:20]CC)=O)[CH2:14][CH2:13]1)(=[O:11])[CH3:10], predict the reaction product. The product is: [C:9]([N:12]1[CH2:13][CH2:14][CH:15]([C:18](=[O:20])[CH2:2][C:1]#[N:3])[CH2:16][CH2:17]1)(=[O:11])[CH3:10].